Dataset: NCI-60 drug combinations with 297,098 pairs across 59 cell lines. Task: Regression. Given two drug SMILES strings and cell line genomic features, predict the synergy score measuring deviation from expected non-interaction effect. (1) Drug 1: C1CN1P(=S)(N2CC2)N3CC3. Drug 2: CCC1(CC2CC(C3=C(CCN(C2)C1)C4=CC=CC=C4N3)(C5=C(C=C6C(=C5)C78CCN9C7C(C=CC9)(C(C(C8N6C=O)(C(=O)OC)O)OC(=O)C)CC)OC)C(=O)OC)O.OS(=O)(=O)O. Cell line: HCC-2998. Synergy scores: CSS=28.7, Synergy_ZIP=-8.76, Synergy_Bliss=-3.12, Synergy_Loewe=-2.26, Synergy_HSA=-0.641. (2) Drug 1: CC12CCC3C(C1CCC2=O)CC(=C)C4=CC(=O)C=CC34C. Drug 2: CC12CCC3C(C1CCC2OP(=O)(O)O)CCC4=C3C=CC(=C4)OC(=O)N(CCCl)CCCl.[Na+]. Cell line: OVCAR-5. Synergy scores: CSS=-0.795, Synergy_ZIP=-14.6, Synergy_Bliss=-31.8, Synergy_Loewe=-30.7, Synergy_HSA=-30.1.